This data is from Full USPTO retrosynthesis dataset with 1.9M reactions from patents (1976-2016). The task is: Predict the reactants needed to synthesize the given product. (1) The reactants are: C[O:2][CH:3](OC)[CH2:4][O:5][C:6]1[CH:11]=[CH:10][C:9]([F:12])=[CH:8][CH:7]=1.FC(F)(F)C(O)=O. Given the product [F:12][C:9]1[CH:10]=[CH:11][C:6]([O:5][CH2:4][CH:3]=[O:2])=[CH:7][CH:8]=1, predict the reactants needed to synthesize it. (2) Given the product [CH3:17][O:18][N:19]=[C:20]1[C:28]2[C:23](=[CH:24][C:25]([C:2]3[C:3]([C:11]4[CH:16]=[CH:15][N:14]=[CH:13][CH:12]=4)=[N:4][N:5]4[CH:10]=[CH:9][CH:8]=[N:7][C:6]=34)=[CH:26][CH:27]=2)[CH2:22][CH2:21]1, predict the reactants needed to synthesize it. The reactants are: Br[C:2]1[C:3]([C:11]2[CH:16]=[CH:15][N:14]=[CH:13][CH:12]=2)=[N:4][N:5]2[CH:10]=[CH:9][CH:8]=[N:7][C:6]=12.[CH3:17][O:18]/[N:19]=[C:20]1\[CH2:21][CH2:22][C:23]2[C:28]\1=[CH:27][CH:26]=[C:25](B(O)O)[CH:24]=2.C(N(CC)CC)C.